From a dataset of NCI-60 drug combinations with 297,098 pairs across 59 cell lines. Regression. Given two drug SMILES strings and cell line genomic features, predict the synergy score measuring deviation from expected non-interaction effect. (1) Drug 1: C1=NC2=C(N1)C(=S)N=CN2. Drug 2: C(CCl)NC(=O)N(CCCl)N=O. Cell line: EKVX. Synergy scores: CSS=5.65, Synergy_ZIP=-2.12, Synergy_Bliss=0.192, Synergy_Loewe=-0.737, Synergy_HSA=0.379. (2) Drug 1: CC1=C(C=C(C=C1)C(=O)NC2=CC(=CC(=C2)C(F)(F)F)N3C=C(N=C3)C)NC4=NC=CC(=N4)C5=CN=CC=C5. Drug 2: C(CN)CNCCSP(=O)(O)O. Cell line: PC-3. Synergy scores: CSS=0.217, Synergy_ZIP=2.62, Synergy_Bliss=2.90, Synergy_Loewe=3.09, Synergy_HSA=-0.313. (3) Drug 1: CC1=CC=C(C=C1)C2=CC(=NN2C3=CC=C(C=C3)S(=O)(=O)N)C(F)(F)F. Drug 2: CC=C1C(=O)NC(C(=O)OC2CC(=O)NC(C(=O)NC(CSSCCC=C2)C(=O)N1)C(C)C)C(C)C. Cell line: HS 578T. Synergy scores: CSS=41.1, Synergy_ZIP=-0.653, Synergy_Bliss=-0.101, Synergy_Loewe=-48.4, Synergy_HSA=0.492. (4) Drug 1: CC1OCC2C(O1)C(C(C(O2)OC3C4COC(=O)C4C(C5=CC6=C(C=C35)OCO6)C7=CC(=C(C(=C7)OC)O)OC)O)O. Drug 2: CC1CCC2CC(C(=CC=CC=CC(CC(C(=O)C(C(C(=CC(C(=O)CC(OC(=O)C3CCCCN3C(=O)C(=O)C1(O2)O)C(C)CC4CCC(C(C4)OC)O)C)C)O)OC)C)C)C)OC. Cell line: MOLT-4. Synergy scores: CSS=67.0, Synergy_ZIP=-2.88, Synergy_Bliss=-3.66, Synergy_Loewe=-2.57, Synergy_HSA=0.0501. (5) Synergy scores: CSS=35.4, Synergy_ZIP=-9.41, Synergy_Bliss=-16.9, Synergy_Loewe=-23.3, Synergy_HSA=-21.0. Cell line: OVCAR3. Drug 2: CNC(=O)C1=NC=CC(=C1)OC2=CC=C(C=C2)NC(=O)NC3=CC(=C(C=C3)Cl)C(F)(F)F. Drug 1: CC1=C(C(=O)C2=C(C1=O)N3CC4C(C3(C2COC(=O)N)OC)N4)N.